Dataset: Forward reaction prediction with 1.9M reactions from USPTO patents (1976-2016). Task: Predict the product of the given reaction. (1) Given the reactants Br[C:2]1[N:3]=[C:4]([NH:12][CH:13]([CH3:15])[CH3:14])[C:5]2[N:6]([C:8](=[O:11])[NH:9][N:10]=2)[CH:7]=1.C1(P(C2C=CC=CC=2)CCCP(C2C=CC=CC=2)C2C=CC=CC=2)C=CC=CC=1.CO.CS(C)=O.C[CH2:52][O:53][C:54](C)=[O:55].O, predict the reaction product. The product is: [CH3:52][O:53][C:54]([C:2]1[N:3]=[C:4]([NH:12][CH:13]([CH3:15])[CH3:14])[C:5]2[N:6]([C:8](=[O:11])[NH:9][N:10]=2)[CH:7]=1)=[O:55]. (2) Given the reactants [Br:1][C:2]1[CH:3]=[C:4]([CH:9]=[C:10]([CH2:13][C:14]([CH3:16])=[CH2:15])[C:11]=1[OH:12])[C:5]([O:7][CH3:8])=[O:6], predict the reaction product. The product is: [Br:1][C:2]1[C:11]2[O:12][C:14]([CH3:16])([CH3:15])[CH2:13][C:10]=2[CH:9]=[C:4]([C:5]([O:7][CH3:8])=[O:6])[CH:3]=1.